This data is from Full USPTO retrosynthesis dataset with 1.9M reactions from patents (1976-2016). The task is: Predict the reactants needed to synthesize the given product. (1) Given the product [CH3:1][O:2][C:3]1[CH:4]=[C:5]([CH2:11][CH2:12][NH:13][C:24](=[O:25])[CH2:23][C:18]2[CH:19]=[CH:20][C:21]3[O:22][CH2:14][O:15][C:16]=3[CH:17]=2)[CH:6]=[CH:7][C:8]=1[O:9][CH3:10], predict the reactants needed to synthesize it. The reactants are: [CH3:1][O:2][C:3]1[CH:4]=[C:5]([CH2:11][CH2:12][NH2:13])[CH:6]=[CH:7][C:8]=1[O:9][CH3:10].[CH2:14]1[O:22][C:21]2[CH:20]=[CH:19][C:18]([CH2:23][C:24](O)=[O:25])=[CH:17][C:16]=2[O:15]1. (2) Given the product [O:19]([CH2:26][C:27]([NH:29][C:30]1[CH:66]=[CH:65][N:33]([C@@H:34]2[O:64][C@H:38]([CH2:39][O:40][C:41]([C:58]3[CH:59]=[CH:60][CH:61]=[CH:62][CH:63]=3)([C:42]3[CH:47]=[CH:46][C:45]([O:48][CH3:49])=[CH:44][CH:43]=3)[C:50]3[CH:51]=[CH:52][C:53]([O:56][CH3:57])=[CH:54][CH:55]=3)[C@@H:36]([O:37][P:8]([N:12]([CH:13]([CH3:14])[CH3:15])[CH:16]([CH3:17])[CH3:18])([O:9][CH2:86][CH2:85][CH2:84][O:83][C@@H:82]3[O:88][C@H:89]([CH2:100][O:101][C:102](=[O:104])[CH3:103])[C@@H:90]([O:96][C:97](=[O:99])[CH3:98])[C@H:91]([O:92][C:93](=[O:95])[CH3:94])[C@H:81]3[O:80][C:77](=[O:79])[CH3:78])=[O:10])[CH2:35]2)[C:32](=[O:67])[N:31]=1)=[O:28])[C:20]1[CH:21]=[CH:22][CH:23]=[CH:24][CH:25]=1, predict the reactants needed to synthesize it. The reactants are: C(N([P:8]([N:12]([CH:16]([CH3:18])[CH3:17])[CH:13]([CH3:15])[CH3:14])(Cl)([O-:10])[O-:9])C(C)C)(C)C.[O:19]([CH2:26][C:27]([NH:29][C:30]1[CH:66]=[CH:65][N:33]([C@@H:34]2[O:64][C@H:38]([CH2:39][O:40][C:41]([C:58]3[CH:63]=[CH:62][CH:61]=[CH:60][CH:59]=3)([C:50]3[CH:55]=[CH:54][C:53]([O:56][CH3:57])=[CH:52][CH:51]=3)[C:42]3[CH:47]=[CH:46][C:45]([O:48][CH3:49])=[CH:44][CH:43]=3)[C@@H:36]([OH:37])[CH2:35]2)[C:32](=[O:67])[N:31]=1)=[O:28])[C:20]1[CH:25]=[CH:24][CH:23]=[CH:22][CH:21]=1.C(N(C(C)C)C(C)C)C.[C:77]([O:80][C@@H:81]1[C@@H:91]([O:92][C:93](=[O:95])[CH3:94])[C@H:90]([O:96][C:97](=[O:99])[CH3:98])[C@@H:89]([CH2:100][O:101][C:102](=[O:104])[CH3:103])[O:88][C@H:82]1[O:83][CH2:84][CH2:85][CH2:86]O)(=[O:79])[CH3:78].N1C=NN=N1. (3) Given the product [Cl:2][CH2:1][C@H:3]([OH:5])[CH2:4][N:16]1[CH2:17][CH2:18][N:13]([S:19]([CH3:7])(=[O:21])=[O:20])[CH2:14][CH2:15]1, predict the reactants needed to synthesize it. The reactants are: [CH2:1]([C@@H:3]1[O:5][CH2:4]1)[Cl:2].F[C:7](F)(F)C(O)=O.[N:13]1([S:19](N)(=[O:21])=[O:20])[CH2:18][CH2:17][NH:16][CH2:15][CH2:14]1. (4) Given the product [Cl:40][C:37]([Cl:38])([Cl:39])[C:36]([N:33]1[CH2:34][CH2:35][N:30]([C:17]2[CH:18]=[C:19]([S:26]([N:8]3[C:9]4[C:5](=[CH:4][CH:3]=[C:2]([Cl:1])[CH:10]=4)[C:6]([CH3:11])=[CH:7]3)(=[O:27])=[O:28])[C:20]3[C:25](=[CH:24][CH:23]=[CH:22][CH:21]=3)[C:16]=2[O:15][CH3:14])[CH2:31][CH2:32]1)=[O:41], predict the reactants needed to synthesize it. The reactants are: [Cl:1][C:2]1[CH:10]=[C:9]2[C:5]([C:6]([CH3:11])=[CH:7][NH:8]2)=[CH:4][CH:3]=1.[H-].[Na+].[CH3:14][O:15][C:16]1[C:25]2[C:20](=[CH:21][CH:22]=[CH:23][CH:24]=2)[C:19]([S:26](Cl)(=[O:28])=[O:27])=[CH:18][C:17]=1[N:30]1[CH2:35][CH2:34][N:33]([C:36](=[O:41])[C:37]([Cl:40])([Cl:39])[Cl:38])[CH2:32][CH2:31]1. (5) Given the product [CH3:16][O:15][C:12]1[N:11]=[CH:10][C:9]([NH:8][C:5]2[N:6]=[CH:7][C:2]([C:67](=[O:69])[CH3:68])=[N:3][C:4]=2[C:17]2[CH:22]=[C:21]([S:23][CH3:24])[N:20]=[C:19]([CH3:25])[N:18]=2)=[CH:14][CH:13]=1, predict the reactants needed to synthesize it. The reactants are: Cl[C:2]1[N:3]=[C:4]([C:17]2[CH:22]=[C:21]([S:23][CH3:24])[N:20]=[C:19]([CH3:25])[N:18]=2)[C:5]([NH:8][C:9]2[CH:10]=[N:11][C:12]([O:15][CH3:16])=[CH:13][CH:14]=2)=[N:6][CH:7]=1.C1(P(C2CCCCC2)C2C=CC=CC=2C2C(C(C)C)=CC(C(C)C)=CC=2C(C)C)CCCCC1.[F-].[Cs+].C([Sn](CCCC)(CCCC)[C:67]([O:69]CC)=[CH2:68])CCC. (6) Given the product [OH:1][C:2]1[C:3]([CH3:18])=[C:4]2[C:9](=[C:10]([CH3:13])[C:11]=1[CH3:12])[O:8][C:7]([CH3:17])([C:14]([NH:34][CH2:31][CH2:32][CH3:33])=[O:16])[CH2:6][CH2:5]2, predict the reactants needed to synthesize it. The reactants are: [OH:1][C:2]1[C:3]([CH3:18])=[C:4]2[C:9](=[C:10]([CH3:13])[C:11]=1[CH3:12])[O:8][C:7]([CH3:17])([C:14]([OH:16])=O)[CH2:6][CH2:5]2.C1N=CN(C(N2C=NC=C2)=O)C=1.[CH2:31]([NH2:34])[CH2:32][CH3:33]. (7) The reactants are: C([NH+](CC)CC)C.Cl[C:9]1[CH:10]=[C:11]([CH:36]=[CH:37][CH:38]=1)[O:12][C:13]1[CH:14]=[C:15]2[C:19](=[CH:20][CH:21]=1)[N:18]([C:22]1[CH:27]=[CH:26][C:25]([O:28][CH:29]([CH3:31])[CH3:30])=[CH:24][CH:23]=1)[C:17]([CH2:32][C:33]([O-:35])=[O:34])=[CH:16]2.C(OC(=O)CC1N(C2C=CC(OC(C)C)=CC=2)C2C(C=1)=CC(O)=CC=2)C.[Cl:65]C1C=CC=CC=1B(O)O. Given the product [Cl:65][C:10]1[CH:9]=[CH:38][CH:37]=[CH:36][C:11]=1[O:12][C:13]1[CH:14]=[C:15]2[C:19](=[CH:20][CH:21]=1)[N:18]([C:22]1[CH:23]=[CH:24][C:25]([O:28][CH:29]([CH3:31])[CH3:30])=[CH:26][CH:27]=1)[C:17]([CH2:32][C:33]([OH:35])=[O:34])=[CH:16]2, predict the reactants needed to synthesize it. (8) Given the product [F:48][C:12]([F:11])([F:47])[C:13]1[CH:14]=[C:15]([C@H:23]([O:25][C@H:26]2[CH2:30][N:29]([C:31]([O:33][C:34]([CH3:36])([CH3:35])[CH3:37])=[O:32])[C@@H:28]([CH:38]=[O:39])[C@@H:27]2[C:40]2[CH:45]=[CH:44][C:43]([F:46])=[CH:42][CH:41]=2)[CH3:24])[CH:16]=[C:17]([C:19]([F:20])([F:21])[F:22])[CH:18]=1, predict the reactants needed to synthesize it. The reactants are: C(Cl)(=O)C(Cl)=O.CS(C)=O.[F:11][C:12]([F:48])([F:47])[C:13]1[CH:14]=[C:15]([C@H:23]([O:25][C@H:26]2[CH2:30][N:29]([C:31]([O:33][C:34]([CH3:37])([CH3:36])[CH3:35])=[O:32])[C@@H:28]([CH2:38][OH:39])[C@@H:27]2[C:40]2[CH:45]=[CH:44][C:43]([F:46])=[CH:42][CH:41]=2)[CH3:24])[CH:16]=[C:17]([C:19]([F:22])([F:21])[F:20])[CH:18]=1. (9) Given the product [CH2:1]([O:3][C:4]([C:5]1[CH2:6][C:21]2[C:22](=[C:17]([Cl:16])[CH:18]=[CH:19][CH:20]=2)[NH:23][C:7]=1[C:8]1[CH:9]=[N:10][CH:11]=[CH:12][CH:13]=1)=[O:15])[CH3:2], predict the reactants needed to synthesize it. The reactants are: [CH2:1]([O:3][C:4](=[O:15])[C:5]([CH:7](O)[C:8]1[CH:9]=[N:10][CH:11]=[CH:12][CH:13]=1)=[CH2:6])[CH3:2].[Cl:16][C:17]1[C:22]([NH2:23])=[C:21](I)[CH:20]=[CH:19][CH:18]=1.C(N(CC)CC)C. (10) Given the product [CH3:9][O:8][C:5]1[CH:6]=[CH:7][C:2]([CH:1]=[CH:23][C:15]2[CH:16]=[CH:17][C:18]([N+:20]([O-:22])=[O:21])=[CH:19][C:14]=2[N+:11]([O-:13])=[O:12])=[CH:3][CH:4]=1, predict the reactants needed to synthesize it. The reactants are: [CH:1](=O)[C:2]1[CH:7]=[CH:6][C:5]([O:8][CH3:9])=[CH:4][CH:3]=1.[N+:11]([C:14]1[CH:19]=[C:18]([N+:20]([O-:22])=[O:21])[CH:17]=[CH:16][C:15]=1[CH3:23])([O-:13])=[O:12].N1CCCCC1.